From a dataset of Forward reaction prediction with 1.9M reactions from USPTO patents (1976-2016). Predict the product of the given reaction. (1) Given the reactants [CH3:1][CH:2]([CH2:6][CH3:7])[C:3]([OH:5])=[O:4].[CH3:8][C:9]([CH3:12])([O-])[CH3:10].[K+].C(O)C(N)(CO)CO, predict the reaction product. The product is: [CH3:1][CH:2]([CH2:6][CH3:7])[C:3]([O:5][C:9]([CH3:12])([CH3:10])[CH3:8])=[O:4]. (2) Given the reactants [OH:1][C:2]1[N:7]2[N:8]=[CH:9][CH:10]=[C:6]2[N:5]([CH2:11][CH2:12][CH:13]([CH3:15])[CH3:14])[C:4](=[O:16])[C:3]=1[C:17]1[NH:22][C:21]2[CH:23]=[CH:24][C:25]([NH:27][S:28]([CH3:31])(=[O:30])=[O:29])=[CH:26][C:20]=2[S:19](=[O:33])(=[O:32])[N:18]=1.C(OC(C1C(=O)N2N=C([CH:49]3[CH2:51][CH2:50]3)C=C2N(CCC(C)C)C1=O)=O)C, predict the reaction product. The product is: [CH:49]1([C:9]2[CH:10]=[C:6]3[N:5]([CH2:11][CH2:12][CH:13]([CH3:14])[CH3:15])[C:4](=[O:16])[C:3]([C:17]4[NH:22][C:21]5[CH:23]=[CH:24][C:25]([NH:27][S:28]([CH3:31])(=[O:30])=[O:29])=[CH:26][C:20]=5[S:19](=[O:33])(=[O:32])[N:18]=4)=[C:2]([OH:1])[N:7]3[N:8]=2)[CH2:51][CH2:50]1. (3) The product is: [CH3:19][O:18][C:13]1[CH:14]=[CH:15][C:16]2[CH2:17][C:8]3[C:7]4[CH:2]=[CH:3][N:4]=[CH:5][C:6]=4[O:22][C:9]=3[C:10]([CH3:20])([CH3:21])[C:11]=2[CH:12]=1. Given the reactants O[C:2]1[CH:3]=[N:4][CH:5]=[CH:6][C:7]=1[CH:8]1[CH2:17][C:16]2[C:11](=[CH:12][C:13]([O:18][CH3:19])=[CH:14][CH:15]=2)[C:10]([CH3:21])([CH3:20])[C:9]1=[O:22].CS(O)(=O)=O.[OH-].[Na+], predict the reaction product.